Dataset: Peptide-MHC class II binding affinity with 134,281 pairs from IEDB. Task: Regression. Given a peptide amino acid sequence and an MHC pseudo amino acid sequence, predict their binding affinity value. This is MHC class II binding data. (1) The peptide sequence is CSNSHVNTLRFLVKN. The MHC is DRB3_0101 with pseudo-sequence DRB3_0101. The binding affinity (normalized) is 0.586. (2) The peptide sequence is LGASPYKLGPSPKAR. The MHC is DRB3_0202 with pseudo-sequence DRB3_0202. The binding affinity (normalized) is 0.674. (3) The peptide sequence is YDKFLANVSEVLTGK. The MHC is DRB1_1101 with pseudo-sequence DRB1_1101. The binding affinity (normalized) is 0.407. (4) The peptide sequence is GKTKEGVLYVGSKTK. The MHC is DRB1_0301 with pseudo-sequence DRB1_0301. The binding affinity (normalized) is 0.262.